Dataset: Full USPTO retrosynthesis dataset with 1.9M reactions from patents (1976-2016). Task: Predict the reactants needed to synthesize the given product. (1) Given the product [N:29]1([CH2:32][C:33]2[CH:34]=[C:35]([NH:39][C:2]3[CH:7]=[C:6]([C:8]4[N:9]=[C:10]([OH:18])[C:11]5[CH:17]=[CH:16][N:15]=[CH:14][C:12]=5[N:13]=4)[CH:5]=[CH:4][N:3]=3)[CH:36]=[CH:37][CH:38]=2)[CH2:30][CH2:31][NH:26][CH2:27][CH2:28]1, predict the reactants needed to synthesize it. The reactants are: Cl[C:2]1[CH:7]=[C:6]([C:8]2[N:9]=[C:10]([OH:18])[C:11]3[CH:17]=[CH:16][N:15]=[CH:14][C:12]=3[N:13]=2)[CH:5]=[CH:4][N:3]=1.C(OC([N:26]1[CH2:31][CH2:30][N:29]([CH2:32][C:33]2[CH:38]=[CH:37][CH:36]=[C:35]([NH2:39])[CH:34]=2)[CH2:28][CH2:27]1)=O)(C)(C)C. (2) Given the product [C:30]([C:32]1[CH:37]=[CH:36][C:35]([C:2]#[C:1][C:3]2[CH:4]=[C:5]([C:13]3[N:14]=[C:15]([CH2:18][N:19]4[CH:23]=[C:22]([C:24]([O:26][CH2:27][CH3:28])=[O:25])[CH:21]=[N:20]4)[S:16][CH:17]=3)[CH:6]=[C:7]([C:9]([F:11])([F:12])[F:10])[CH:8]=2)=[CH:34][CH:33]=1)(=[O:31])[CH3:29], predict the reactants needed to synthesize it. The reactants are: [C:1]([C:3]1[CH:4]=[C:5]([C:13]2[N:14]=[C:15]([CH2:18][N:19]3[CH:23]=[C:22]([C:24]([O:26][CH2:27][CH3:28])=[O:25])[CH:21]=[N:20]3)[S:16][CH:17]=2)[CH:6]=[C:7]([C:9]([F:12])([F:11])[F:10])[CH:8]=1)#[CH:2].[CH3:29][C:30]([C:32]1[CH:37]=[CH:36][C:35](Br)=[CH:34][CH:33]=1)=[O:31].C(N(CC)CC)C. (3) The reactants are: [Cl:1][CH2:2][C:3](=[O:12])[CH2:4][C:5]([O:7][CH2:8][CH:9]([CH3:11])[CH3:10])=[O:6].C(OCC)(OCC)O[CH2:15][CH3:16].O=P12OP3(OP(OP(O3)(O1)=O)(=O)O2)=O. Given the product [Cl:1][CH2:2]/[C:3](/[O:12][CH2:15][CH3:16])=[CH:4]\[C:5]([O:7][CH2:8][CH:9]([CH3:10])[CH3:11])=[O:6], predict the reactants needed to synthesize it.